This data is from CYP2D6 inhibition data for predicting drug metabolism from PubChem BioAssay. The task is: Regression/Classification. Given a drug SMILES string, predict its absorption, distribution, metabolism, or excretion properties. Task type varies by dataset: regression for continuous measurements (e.g., permeability, clearance, half-life) or binary classification for categorical outcomes (e.g., BBB penetration, CYP inhibition). Dataset: cyp2d6_veith. The drug is Nc1ccc(S(=O)(=O)Nc2nccs2)cc1. The result is 0 (non-inhibitor).